From a dataset of Reaction yield outcomes from USPTO patents with 853,638 reactions. Predict the reaction yield, written as a fraction of the theoretical maximum amount of product (1.0 means a 100% yield; for example, 0.34 means a 34% yield). (1) The reactants are [F:1][C:2]1[CH:9]=[CH:8][C:7]([O:10][C:11]([F:14])([F:13])[F:12])=[CH:6][C:3]=1[CH:4]=O.Cl.[NH2:16][OH:17].C([O-])(=O)C.[Na+]. The catalyst is C(O)C. The product is [F:1][C:2]1[CH:9]=[CH:8][C:7]([O:10][C:11]([F:14])([F:13])[F:12])=[CH:6][C:3]=1/[CH:4]=[N:16]/[OH:17]. The yield is 0.880. (2) The product is [Cl:1][C:2]1[CH:3]=[CH:4][C:5]2[C:11]3[N:12]([CH:24]4[CH2:25][CH2:26][CH2:27][CH2:28][CH2:29]4)[C:13]4[C:18]([C:10]=3[CH2:9][C:8](=[O:30])[N:7]([CH2:33][C:34](=[O:35])[N:36]3[CH2:41][CH2:40][CH2:39][CH2:38][CH2:37]3)[C:6]=2[CH:31]=1)=[CH:17][C:16]([C:19]([O:21][CH2:22][CH3:23])=[O:20])=[CH:15][CH:14]=4. The reactants are [Cl:1][C:2]1[CH:3]=[CH:4][C:5]2[C:11]3[N:12]([CH:24]4[CH2:29][CH2:28][CH2:27][CH2:26][CH2:25]4)[C:13]4[C:18]([C:10]=3[CH2:9][C:8](=[O:30])[NH:7][C:6]=2[CH:31]=1)=[CH:17][C:16]([C:19]([O:21][CH2:22][CH3:23])=[O:20])=[CH:15][CH:14]=4.Cl[CH2:33][C:34]([N:36]1[CH2:41][CH2:40][CH2:39][CH2:38][CH2:37]1)=[O:35].C(=O)([O-])[O-].[K+].[K+].O. The catalyst is CN(C)C=O. The yield is 0.920.